Dataset: Peptide-MHC class I binding affinity with 185,985 pairs from IEDB/IMGT. Task: Regression. Given a peptide amino acid sequence and an MHC pseudo amino acid sequence, predict their binding affinity value. This is MHC class I binding data. (1) The peptide sequence is KIMDYGKYK. The MHC is HLA-A02:01 with pseudo-sequence HLA-A02:01. The binding affinity (normalized) is 0.0847. (2) The peptide sequence is LVLANYFPI. The MHC is H-2-Kb with pseudo-sequence H-2-Kb. The binding affinity (normalized) is 0.302.